This data is from hERG potassium channel inhibition data for cardiac toxicity prediction from Karim et al.. The task is: Regression/Classification. Given a drug SMILES string, predict its toxicity properties. Task type varies by dataset: regression for continuous values (e.g., LD50, hERG inhibition percentage) or binary classification for toxic/non-toxic outcomes (e.g., AMES mutagenicity, cardiotoxicity, hepatotoxicity). Dataset: herg_karim. (1) The compound is CC(C)Oc1ccc([C@]2(O)CC[C@H](N3CC(NC(=O)CNC(=O)c4cccc(C(F)(F)F)c4)C3)CC2)cn1. The result is 0 (non-blocker). (2) The drug is C[C@H]1Cc2c([nH]c3cc(F)c(F)cc23)[C@@]2(N1)C(=O)Nc1ccc(Cl)cc12. The result is 0 (non-blocker).